From a dataset of CYP2C19 inhibition data for predicting drug metabolism from PubChem BioAssay. Regression/Classification. Given a drug SMILES string, predict its absorption, distribution, metabolism, or excretion properties. Task type varies by dataset: regression for continuous measurements (e.g., permeability, clearance, half-life) or binary classification for categorical outcomes (e.g., BBB penetration, CYP inhibition). Dataset: cyp2c19_veith. The drug is CC(C)(C)C(=O)NNC(=O)CCCOc1ccc(Cl)cc1Cl. The result is 1 (inhibitor).